Task: Predict the reaction yield, written as a fraction of the theoretical maximum amount of product (1.0 means a 100% yield; for example, 0.34 means a 34% yield).. Dataset: Reaction yield outcomes from USPTO patents with 853,638 reactions The product is [CH3:1][O:54][C:55](=[O:57])[CH2:56][CH:42]([N:39]([CH3:36])[CH3:40])[CH:44]1[O:14][N:13]=[C:12]([C:15]2[CH:16]=[CH:17][C:18]([O:21][CH2:22][C:23]3[C:32]4[C:27](=[CH:28][CH:29]=[CH:30][CH:31]=4)[N:26]=[C:60]([CH3:61])[CH:24]=3)=[CH:19][CH:20]=2)[CH2:11]1. The reactants are [CH2:1]=O.Cl.Cl.COC(=O)CC(N)C1[O:14][N:13]=[C:12]([C:15]2[CH:20]=[CH:19][C:18]([O:21][CH2:22][C:23]3[C:32]4[C:27](=[CH:28][CH:29]=[CH:30][CH:31]=4)[N:26]=C(C)[CH:24]=3)=[CH:17][CH:16]=2)[CH2:11]1.[CH:36]([N:39]([CH:42]([CH3:44])C)[CH2:40]C)(C)C.[C:55]([O:54][BH-]([O:54][C:55](=[O:57])[CH3:56])[O:54][C:55](=[O:57])[CH3:56])(=[O:57])[CH3:56].[Na+].Cl[CH2:60][CH2:61]Cl. No catalyst specified. The yield is 0.930.